Predict which catalyst facilitates the given reaction. From a dataset of Catalyst prediction with 721,799 reactions and 888 catalyst types from USPTO. (1) Product: [CH3:1][O:2][C:3]1[CH:8]=[C:7]([N+:9]([O-:11])=[O:10])[CH:6]=[CH:5][C:4]=1[S:12]([N:17]([CH3:16])[CH2:18][CH2:19][CH2:20][N:21]1[CH2:22][CH2:23][N:24]([CH3:27])[CH2:25][CH2:26]1)(=[O:14])=[O:13]. Reactant: [CH3:1][O:2][C:3]1[CH:8]=[C:7]([N+:9]([O-:11])=[O:10])[CH:6]=[CH:5][C:4]=1[S:12](Cl)(=[O:14])=[O:13].[CH3:16][NH:17][CH2:18][CH2:19][CH2:20][N:21]1[CH2:26][CH2:25][N:24]([CH3:27])[CH2:23][CH2:22]1.CCN(CC)CC. The catalyst class is: 23. (2) Reactant: [N+:1]([C:4]1[CH:5]=[C:6]([CH:25]=[CH:26][CH:27]=1)[CH2:7][S:8][CH2:9][CH2:10][C:11]1[CH:12]=[C:13]([NH:17]C(=O)OC(C)(C)C)[CH:14]=[CH:15][CH:16]=1)([O-:3])=[O:2].FC(F)(F)C(O)=O. Product: [N+:1]([C:4]1[CH:5]=[C:6]([CH:25]=[CH:26][CH:27]=1)[CH2:7][S:8][CH2:9][CH2:10][C:11]1[CH:12]=[C:13]([CH:14]=[CH:15][CH:16]=1)[NH2:17])([O-:3])=[O:2]. The catalyst class is: 4. (3) Reactant: Cl.[CH2:2]([O:9][C:10]1[C:11]([NH:17][C:18]2[S:19][CH:20]=[C:21]([CH3:23])[N:22]=2)=[N:12][CH:13]=[C:14](Br)[CH:15]=1)[C:3]1[CH:8]=[CH:7][CH:6]=[CH:5][CH:4]=1.[Li]C.C([Li])CCC.[CH3:31][S:32]SC.[Cl-].[NH4+]. Product: [CH2:2]([O:9][C:10]1[C:11]([NH:17][C:18]2[S:19][CH:20]=[C:21]([CH3:23])[N:22]=2)=[N:12][CH:13]=[C:14]([S:32][CH3:31])[CH:15]=1)[C:3]1[CH:8]=[CH:7][CH:6]=[CH:5][CH:4]=1. The catalyst class is: 1. (4) Reactant: [CH:1]1([CH2:4]Br)[CH2:3][CH2:2]1.[Cl:6][C:7]1[CH:8]=[CH:9][C:10](=[O:13])[NH:11][N:12]=1.C([O-])([O-])=O.[K+].[K+].O. Product: [Cl:6][C:7]1[CH:8]=[CH:9][C:10](=[O:13])[N:11]([CH2:4][CH:1]2[CH2:3][CH2:2]2)[N:12]=1. The catalyst class is: 9.